The task is: Predict the reactants needed to synthesize the given product.. This data is from Full USPTO retrosynthesis dataset with 1.9M reactions from patents (1976-2016). (1) Given the product [CH3:1][CH:2]1[NH:3][CH2:4][CH2:5][N:6]([C:9]([O:11][CH2:12][C:13]2[CH:18]=[CH:17][CH:16]=[CH:15][CH:14]=2)=[O:10])[CH2:7]1, predict the reactants needed to synthesize it. The reactants are: [CH3:1][CH:2]1[CH2:7][NH:6][CH2:5][CH2:4][NH:3]1.Cl[C:9]([O:11][CH2:12][C:13]1[CH:18]=[CH:17][CH:16]=[CH:15][CH:14]=1)=[O:10]. (2) Given the product [F:1][C:2]([F:7])([F:6])[C:3]([OH:5])=[O:4].[CH3:34][O:33][C:27]1[CH:26]=[C:25]2[C:30](=[CH:29][C:28]=1[O:31][CH3:32])[C:21]([C:19](=[O:20])[C:18]1[CH:38]=[CH:39][CH:40]=[C:16]([O:15][CH2:14][C:12](=[O:13])[N:11]3[CH2:49][CH2:48][N:47]([C:41]4[CH:46]=[CH:45][CH:44]=[CH:43][CH:42]=4)[CH2:10][CH2:8]3)[CH:17]=1)=[N:22][CH:23]=[C:24]2[C:35]([OH:37])=[O:36], predict the reactants needed to synthesize it. The reactants are: [F:1][C:2]([F:7])([F:6])[C:3]([OH:5])=[O:4].[CH:8]([NH:11][C:12]([CH2:14][O:15][C:16]1[CH:17]=[C:18]([CH:38]=[CH:39][CH:40]=1)[C:19]([C:21]1[C:30]2[C:25](=[CH:26][C:27]([O:33][CH3:34])=[C:28]([O:31][CH3:32])[CH:29]=2)[C:24]([C:35]([OH:37])=[O:36])=[CH:23][N:22]=1)=[O:20])=[O:13])([CH3:10])C.[C:41]1([N:47]2CCN[CH2:49][CH2:48]2)[CH:46]=[CH:45][CH:44]=[CH:43][CH:42]=1. (3) Given the product [OH:33][C:31]1[C:30]2[C:25](=[C:26]([OH:36])[C:27]([Cl:35])=[CH:28][C:29]=2[Cl:34])[N:24]=[C:23]([C:21]([OH:22])=[O:20])[CH:32]=1, predict the reactants needed to synthesize it. The reactants are: COC(C1C=C(O)C2C(=C(OC)C=C(Br)C=2)N=1)=O.C[O:20][C:21]([C:23]1[CH:32]=[C:31]([OH:33])[C:30]2[C:25](=[C:26]([O:36]C)[C:27]([Cl:35])=[CH:28][C:29]=2[Cl:34])[N:24]=1)=[O:22]. (4) Given the product [C:1]([C:5]1[N:10]=[C:9]([O:11][CH2:12][CH3:13])[C:8]([C:14]2[N:15]([C:35]([N:41]3[CH2:42][CH2:43][CH2:44][CH:39]([OH:38])[CH2:40]3)=[O:36])[C:16]([C:28]3[CH:33]=[CH:32][C:31]([Cl:34])=[CH:30][CH:29]=3)([CH3:27])[C:17]([C:20]3[CH:25]=[CH:24][C:23]([Cl:26])=[CH:22][CH:21]=3)([CH3:19])[N:18]=2)=[CH:7][N:6]=1)([CH3:2])([CH3:3])[CH3:4], predict the reactants needed to synthesize it. The reactants are: [C:1]([C:5]1[N:10]=[C:9]([O:11][CH2:12][CH3:13])[C:8]([C:14]2[N:15]([C:35](Cl)=[O:36])[C:16]([C:28]3[CH:33]=[CH:32][C:31]([Cl:34])=[CH:30][CH:29]=3)([CH3:27])[C:17]([C:20]3[CH:25]=[CH:24][C:23]([Cl:26])=[CH:22][CH:21]=3)([CH3:19])[N:18]=2)=[CH:7][N:6]=1)([CH3:4])([CH3:3])[CH3:2].[OH:38][CH:39]1[CH2:44][CH2:43][CH2:42][NH:41][CH2:40]1. (5) Given the product [CH:29]1([N:22]2[C:23](=[O:28])[CH2:24][CH2:25][CH2:26][C:27]3[C:17]([F:16])=[C:18]([F:32])[CH:19]=[C:20]([F:31])[C:21]2=3)[CH2:1][CH2:30]1, predict the reactants needed to synthesize it. The reactants are: [CH2:1]([Zn]CC)C.FC(F)(F)C(O)=O.ICI.[F:16][C:17]1[C:27]2[CH2:26][CH2:25][CH2:24][C:23](=[O:28])[N:22]([CH:29]=[CH2:30])[C:21]=2[C:20]([F:31])=[CH:19][C:18]=1[F:32].[NH4+].[Cl-]. (6) Given the product [NH2:24][CH2:18][CH:7]1[CH2:6][CH2:5][C:4]2[C:3]3[C:11](=[C:12]([C:15]([NH2:17])=[O:16])[CH:13]=[CH:14][C:2]=3[Br:1])[NH:10][C:9]=2[CH2:8]1, predict the reactants needed to synthesize it. The reactants are: [Br:1][C:2]1[CH:14]=[CH:13][C:12]([C:15]([NH2:17])=[O:16])=[C:11]2[C:3]=1[C:4]1[CH2:5][CH2:6][CH:7]([CH:18]=O)[CH2:8][C:9]=1[NH:10]2.C([O-])(=O)C.[NH4+:24].C(O[BH-](OC(=O)C)OC(=O)C)(=O)C.[Na+].C1COCC1. (7) Given the product [F:1][CH2:2][CH2:3][N:4]1[CH2:9][CH2:8][N:7]([CH:10]2[CH2:15][CH2:14][N:13]([C:16]3[CH:21]=[CH:20][C:19]([NH2:22])=[C:18]([O:25][CH3:26])[CH:17]=3)[CH2:12][CH2:11]2)[CH2:6][CH2:5]1, predict the reactants needed to synthesize it. The reactants are: [F:1][CH2:2][CH2:3][N:4]1[CH2:9][CH2:8][N:7]([CH:10]2[CH2:15][CH2:14][N:13]([C:16]3[CH:21]=[CH:20][C:19]([N+:22]([O-])=O)=[C:18]([O:25][CH3:26])[CH:17]=3)[CH2:12][CH2:11]2)[CH2:6][CH2:5]1.[BH4-].[Na+].